From a dataset of hERG channel blocking data for cardiac toxicity assessment. Regression/Classification. Given a drug SMILES string, predict its toxicity properties. Task type varies by dataset: regression for continuous values (e.g., LD50, hERG inhibition percentage) or binary classification for toxic/non-toxic outcomes (e.g., AMES mutagenicity, cardiotoxicity, hepatotoxicity). Dataset: herg. The drug is CC(C)[NH2+]C[C@@H](O)COc1ccc(CC(N)=O)cc1. The result is 0 (non-blocker).